This data is from Reaction yield outcomes from USPTO patents with 853,638 reactions. The task is: Predict the reaction yield, written as a fraction of the theoretical maximum amount of product (1.0 means a 100% yield; for example, 0.34 means a 34% yield). The reactants are [Br:1][C:2]1[N:7]=[CH:6][C:5]([O:8][CH2:9][CH:10]([CH2:13][O:14][Si:15]([C:18]([CH3:21])([CH3:20])[CH3:19])([CH3:17])[CH3:16])[CH2:11]O)=[CH:4][CH:3]=1.[I:22]I.C1C=CC(P(C2C=CC=CC=2)C2C=CC=CC=2)=CC=1.N1C=CN=C1. No catalyst specified. The product is [Br:1][C:2]1[CH:3]=[CH:4][C:5]([O:8][CH2:9][CH:10]([CH2:11][I:22])[CH2:13][O:14][Si:15]([C:18]([CH3:21])([CH3:20])[CH3:19])([CH3:17])[CH3:16])=[CH:6][N:7]=1. The yield is 0.970.